From a dataset of Catalyst prediction with 721,799 reactions and 888 catalyst types from USPTO. Predict which catalyst facilitates the given reaction. Reactant: [C:1]([O:5][C:6]([C:8]1[CH:30]=[CH:29][C:11]([O:12][C:13]2[CH:22]=[C:21]3[C:16]([CH:17]([C:23]([O:25][CH2:26][CH3:27])=[O:24])[CH2:18][CH2:19][O:20]3)=[CH:15][C:14]=2Cl)=[C:10]([N+:31]([O-:33])=[O:32])[CH:9]=1)=[O:7])([CH3:4])([CH3:3])[CH3:2].P([O-])([O-])([O-])=O.[K+].[K+].[K+].C1(P([CH:55]2[CH2:60][CH2:59]CCC2)C2CCCCC2)CCCCC1.C1(B(O)O)CC1. Product: [C:1]([O:5][C:6]([C:8]1[CH:30]=[CH:29][C:11]([O:12][C:13]2[CH:22]=[C:21]3[C:16]([CH:17]([C:23]([O:25][CH2:26][CH3:27])=[O:24])[CH2:18][CH2:19][O:20]3)=[CH:15][C:14]=2[CH:59]2[CH2:60][CH2:55]2)=[C:10]([N+:31]([O-:33])=[O:32])[CH:9]=1)=[O:7])([CH3:4])([CH3:3])[CH3:2]. The catalyst class is: 493.